The task is: Predict which catalyst facilitates the given reaction.. This data is from Catalyst prediction with 721,799 reactions and 888 catalyst types from USPTO. (1) Reactant: [C:1]([O:5][C:6]([NH:8][C@H:9]([C:29]([N:31]1[CH2:35][CH2:34][C@H:33]([F:36])[CH2:32]1)=[O:30])[C@H:10]([CH:12]1[CH2:17][CH2:16][CH:15]([NH:18]C(=O)OCC2C=CC=CC=2)[CH2:14][CH2:13]1)[CH3:11])=[O:7])([CH3:4])([CH3:3])[CH3:2].[H][H]. Product: [C:1]([O:5][C:6](=[O:7])[NH:8][C@H:9]([C:29]([N:31]1[CH2:35][CH2:34][C@H:33]([F:36])[CH2:32]1)=[O:30])[C@H:10]([CH:12]1[CH2:17][CH2:16][CH:15]([NH2:18])[CH2:14][CH2:13]1)[CH3:11])([CH3:2])([CH3:3])[CH3:4]. The catalyst class is: 19. (2) The catalyst class is: 421. Product: [CH3:1][O:2][C:3](=[O:22])[C:4]1[CH:9]=[C:8]([CH2:10][CH:11]([CH3:13])[CH3:12])[CH:7]=[C:6]([OH:14])[CH:5]=1. Reactant: [CH3:1][O:2][C:3](=[O:22])[C:4]1[CH:9]=[C:8]([CH2:10][CH:11]([CH3:13])[CH3:12])[CH:7]=[C:6]([O:14]CC2C=CC=CC=2)[CH:5]=1. (3) Reactant: CC(C)([O-])C.[K+].[CH3:7][O:8][C:9]1[CH:14]=[CH:13][C:12]([C:15]2[C:23]3[C:22]([NH:24][C@H:25]4[CH2:30][CH2:29][CH2:28][C@H:27]([OH:31])[CH2:26]4)=[N:21][CH:20]=[N:19][C:18]=3[O:17][C:16]=2[C:32]2[CH:37]=[CH:36][CH:35]=[CH:34][CH:33]=2)=[CH:11][CH:10]=1.[C:38](#[N:41])[CH:39]=[CH2:40]. Product: [CH3:7][O:8][C:9]1[CH:10]=[CH:11][C:12]([C:15]2[C:23]3[C:22]([NH:24][C@H:25]4[CH2:30][CH2:29][CH2:28][C@H:27]([O:31][CH2:40][CH2:39][C:38]#[N:41])[CH2:26]4)=[N:21][CH:20]=[N:19][C:18]=3[O:17][C:16]=2[C:32]2[CH:33]=[CH:34][CH:35]=[CH:36][CH:37]=2)=[CH:13][CH:14]=1. The catalyst class is: 266. (4) Reactant: [CH3:1][Mg+].[Br-].[CH:4]1([C@H:8]([NH:10][C:11]2[N:19]=[C:18]([C:20]3[NH:24][C:23](=[O:25])[O:22][N:21]=3)[N:17]=[C:16]3[C:12]=2[N:13]([CH2:32][C@H:33]2[CH2:38][CH2:37][C@H:36]([CH3:39])[CH2:35][CH2:34]2)[C:14]([C:26](=[O:31])[C:27]([CH3:30])([CH3:29])[CH3:28])=[N:15]3)[CH3:9])[CH2:7][CH2:6][CH2:5]1. Product: [CH:4]1([C@H:8]([NH:10][C:11]2[N:19]=[C:18]([C:20]3[NH:24][C:23](=[O:25])[O:22][N:21]=3)[N:17]=[C:16]3[C:12]=2[N:13]([CH2:32][C@H:33]2[CH2:34][CH2:35][C@H:36]([CH3:39])[CH2:37][CH2:38]2)[C:14]([C:26]([OH:31])([CH3:1])[C:27]([CH3:30])([CH3:29])[CH3:28])=[N:15]3)[CH3:9])[CH2:7][CH2:6][CH2:5]1. The catalyst class is: 1. (5) Reactant: [OH:1][C:2]1[CH:3]=[CH:4][C:5]([N+:10]([O-:12])=[O:11])=[C:6]([CH:9]=1)[CH:7]=[O:8].[H-].[Na+].[CH3:15]I. Product: [CH3:15][O:1][C:2]1[CH:3]=[CH:4][C:5]([N+:10]([O-:12])=[O:11])=[C:6]([CH:9]=1)[CH:7]=[O:8]. The catalyst class is: 9. (6) Reactant: C(OC(=O)[NH:7][CH2:8][C:9]1[CH:14]=[CH:13][C:12]([S:15]([CH3:20])(=[N:17][C:18]#[N:19])=[O:16])=[CH:11][C:10]=1[F:21])(C)(C)C.Cl.C(OCC)(=O)C. Product: [F:21][C:10]1[CH:11]=[C:12]([S:15]([CH3:20])(=[N:17][C:18]#[N:19])=[O:16])[CH:13]=[CH:14][C:9]=1[CH2:8][NH2:7]. The catalyst class is: 4. (7) Product: [NH:8]1[CH2:12][CH2:11][CH2:10][CH:9]1/[CH:13]=[CH:14]/[C:15]1[CH:25]=[CH:24][C:18]([C:19]([O:21][CH2:22][CH3:23])=[O:20])=[CH:17][CH:16]=1. The catalyst class is: 2. Reactant: C(OC([N:8]1[CH2:12][CH2:11][CH2:10][CH:9]1/[CH:13]=[CH:14]/[C:15]1[CH:25]=[CH:24][C:18]([C:19]([O:21][CH2:22][CH3:23])=[O:20])=[CH:17][CH:16]=1)=O)(C)(C)C.C(O)(C(F)(F)F)=O. (8) Reactant: FC(F)(F)C(O)=O.FC(F)(F)C(O)=O.[NH:15]1[CH2:18][CH:17]([C:19]2[CH:37]=[CH:36][C:22]([C:23]([NH:25][CH2:26][C:27]3[CH:32]=[CH:31][N:30]4[CH:33]=[CH:34][N:35]=[C:29]4[CH:28]=3)=[O:24])=[CH:21][CH:20]=2)[CH2:16]1.[H-].[Na+].[CH3:40][CH:41]([S:43](Cl)(=[O:45])=[O:44])[CH3:42]. Product: [N:35]1[CH:34]=[CH:33][N:30]2[CH:31]=[CH:32][C:27]([CH2:26][NH:25][C:23](=[O:24])[C:22]3[CH:21]=[CH:20][C:19]([CH:17]4[CH2:18][N:15]([S:43]([CH:41]([CH3:42])[CH3:40])(=[O:45])=[O:44])[CH2:16]4)=[CH:37][CH:36]=3)=[CH:28][C:29]=12. The catalyst class is: 7.